From a dataset of Forward reaction prediction with 1.9M reactions from USPTO patents (1976-2016). Predict the product of the given reaction. (1) Given the reactants [CH3:1][C:2]1([CH3:16])[O:6][C@@H:5]([CH2:7][CH2:8]OS(C)(=O)=O)[C:4]([CH3:15])([CH3:14])[O:3]1.[N-:17]=[N+:18]=[N-:19].[Na+], predict the reaction product. The product is: [N:17]([CH2:8][CH2:7][C@@H:5]1[O:6][C:2]([CH3:16])([CH3:1])[O:3][C:4]1([CH3:15])[CH3:14])=[N+:18]=[N-:19]. (2) Given the reactants Br[C:2]1[CH:15]=[C:14]2[C:5]([O:6][C:7]3[C:8]([F:24])=[CH:9][C:10](OC)=[CH:11][C:12]=3[C@@:13]32[CH2:20][CH2:19][O:18][C:17]([NH2:21])=[N:16]3)=[CH:4][CH:3]=1.[N:25]1[CH:30]=[CH:29][CH:28]=[C:27](B(O)O)[CH:26]=1.[O:34]1[CH2:39][CH:38]=[C:37](B2OC(C)(C)C(C)(C)O2)[CH2:36][CH2:35]1, predict the reaction product. The product is: [O:34]1[CH2:35][CH:36]=[C:37]([C:10]2[CH:9]=[C:8]([F:24])[C:7]3[O:6][C:5]4[C:14](=[CH:15][C:2]([C:27]5[CH:26]=[N:25][CH:30]=[CH:29][CH:28]=5)=[CH:3][CH:4]=4)[C@@:13]4([CH2:20][CH2:19][O:18][C:17]([NH2:21])=[N:16]4)[C:12]=3[CH:11]=2)[CH2:38][CH2:39]1. (3) Given the reactants Cl.[CH3:2][NH:3][C:4]1[N:9]=[C:8]2[S:10][C:11]([CH2:13][CH2:14][C:15]([OH:17])=O)=[N:12][C:7]2=[CH:6][CH:5]=1.C1N=CN(C(N2C=NC=C2)=O)C=1.C(N(CC)CC)C.[Cl:37][C:38]1[CH:39]=[C:40]([CH:45]([NH:47][CH2:48][CH2:49][CH2:50][NH2:51])[CH3:46])[CH:41]=[CH:42][C:43]=1[Cl:44], predict the reaction product. The product is: [Cl:37][C:38]1[CH:39]=[C:40]([CH:45]([NH:47][CH2:48][CH2:49][CH2:50][NH:51][C:15](=[O:17])[CH2:14][CH2:13][C:11]2[S:10][C:8]3[C:7]([N:12]=2)=[CH:6][CH:5]=[C:4]([NH:3][CH3:2])[N:9]=3)[CH3:46])[CH:41]=[CH:42][C:43]=1[Cl:44]. (4) Given the reactants C(Cl)(=O)C([Cl:4])=O.[CH2:7]([O:14][CH2:15][C:16]1[NH:17][C:18](=O)[C:19]([C:27]#[N:28])=[CH:20][C:21]=1[C:22]([O:24][CH2:25][CH3:26])=[O:23])[C:8]1[CH:13]=[CH:12][CH:11]=[CH:10][CH:9]=1.CN(C=O)C, predict the reaction product. The product is: [CH2:7]([O:14][CH2:15][C:16]1[N:17]=[C:18]([Cl:4])[C:19]([C:27]#[N:28])=[CH:20][C:21]=1[C:22]([O:24][CH2:25][CH3:26])=[O:23])[C:8]1[CH:13]=[CH:12][CH:11]=[CH:10][CH:9]=1. (5) Given the reactants [NH2:1][C:2]1[CH:41]=[CH:40][CH:39]=[C:38]([F:42])[C:3]=1[CH2:4][CH2:5][C@H:6]1[CH2:13][N:12]([C:14]([O:16][C:17]([CH3:20])([CH3:19])[CH3:18])=[O:15])[CH2:11][C:8]2([CH2:10][CH2:9]2)[N:7]1[C:21]([O:23][CH2:24][CH:25]1[C:37]2[CH:36]=[CH:35][CH:34]=[CH:33][C:32]=2[C:31]2[C:26]1=[CH:27][CH:28]=[CH:29][CH:30]=2)=[O:22].[C:43]([O:47][C:48]([NH:50][C@@H:51]([CH:55]([C:63]1[CH:68]=[CH:67][C:66]([F:69])=[CH:65][CH:64]=1)[C:56]1[CH:61]=[CH:60][C:59]([F:62])=[CH:58][CH:57]=1)[C:52](O)=[O:53])=[O:49])([CH3:46])([CH3:45])[CH3:44].O=P(Cl)(Cl)Cl, predict the reaction product. The product is: [C:43]([O:47][C:48]([NH:50][C@@H:51]([CH:55]([C:56]1[CH:61]=[CH:60][C:59]([F:62])=[CH:58][CH:57]=1)[C:63]1[CH:68]=[CH:67][C:66]([F:69])=[CH:65][CH:64]=1)[C:52]([NH:1][C:2]1[CH:41]=[CH:40][CH:39]=[C:38]([F:42])[C:3]=1[CH2:4][CH2:5][C@H:6]1[CH2:13][N:12]([C:14]([O:16][C:17]([CH3:20])([CH3:18])[CH3:19])=[O:15])[CH2:11][C:8]2([CH2:10][CH2:9]2)[N:7]1[C:21]([O:23][CH2:24][CH:25]1[C:37]2[CH:36]=[CH:35][CH:34]=[CH:33][C:32]=2[C:31]2[C:26]1=[CH:27][CH:28]=[CH:29][CH:30]=2)=[O:22])=[O:53])=[O:49])([CH3:46])([CH3:44])[CH3:45].